From a dataset of Full USPTO retrosynthesis dataset with 1.9M reactions from patents (1976-2016). Predict the reactants needed to synthesize the given product. Given the product [CH3:1][S:2]([O:19][CH:18]1[CH2:17][CH2:16][O:15][CH2:14][CH:13]1[C:10]1[CH:11]=[CH:12][C:7]([Cl:6])=[CH:8][CH:9]=1)(=[O:4])=[O:3], predict the reactants needed to synthesize it. The reactants are: [CH3:1][S:2](Cl)(=[O:4])=[O:3].[Cl:6][C:7]1[CH:12]=[CH:11][C:10]([CH:13]2[CH:18]([OH:19])[CH2:17][CH2:16][O:15][CH2:14]2)=[CH:9][CH:8]=1.